From a dataset of Catalyst prediction with 721,799 reactions and 888 catalyst types from USPTO. Predict which catalyst facilitates the given reaction. (1) Reactant: Cl[C:2]1[CH:11]=[CH:10][N:9]=[C:8]2[C:3]=1[C:4]1[CH:16]=[CH:15][CH:14]=[CH:13][C:5]=1[C:6](=[O:12])[NH:7]2.[OH:17][C:18]1[CH:23]=[CH:22][C:21](NC(=O)C)=[CH:20][CH:19]=1.C(=O)([O-])[O-].[K+].[K+].C[N:35]([CH:37]=[O:38])C. Product: [O:12]=[C:6]1[C:5]2[CH:13]=[CH:14][CH:15]=[CH:16][C:4]=2[C:3]2[C:8](=[N:9][CH:10]=[CH:11][C:2]=2[O:17][C:18]2[CH:19]=[CH:20][C:21]([C:37]([NH2:35])=[O:38])=[CH:22][CH:23]=2)[NH:7]1. The catalyst class is: 5. (2) Reactant: [OH-].[Na+:2].[Cl:3][C:4]1[C:9]2[O:10][C:11]3[C:20]([CH3:21])=[CH:19][C:18]([C:22]([OH:24])=[O:23])=[CH:17][C:12]=3[S:13](=[O:16])(=[O:15])[CH2:14][C:8]=2[CH:7]=[C:6]([NH:25][CH:26]=[O:27])[CH:5]=1. Product: [Na+:2].[Cl:3][C:4]1[C:9]2[O:10][C:11]3[C:20]([CH3:21])=[CH:19][C:18]([C:22]([O-:24])=[O:23])=[CH:17][C:12]=3[S:13](=[O:15])(=[O:16])[CH2:14][C:8]=2[CH:7]=[C:6]([NH:25][CH:26]=[O:27])[CH:5]=1. The catalyst class is: 72. (3) Reactant: [CH:1]([Si:4](Cl)([CH:8]([CH3:10])[CH3:9])[CH:5]([CH3:7])[CH3:6])([CH3:3])[CH3:2].[C:12]1([CH:18]([CH:22]([OH:24])[CH3:23])[CH2:19][CH2:20][OH:21])[CH:17]=[CH:16][CH:15]=[CH:14][CH:13]=1.N1C=CN=C1.C(OCC)(=O)C. Product: [C:12]1([CH:18]([CH2:19][CH2:20][O:21][Si:4]([CH:8]([CH3:10])[CH3:9])([CH:5]([CH3:7])[CH3:6])[CH:1]([CH3:3])[CH3:2])[CH:22]([OH:24])[CH3:23])[CH:17]=[CH:16][CH:15]=[CH:14][CH:13]=1. The catalyst class is: 35. (4) Reactant: Cl.Cl.[C:3]12([NH2:12])[CH2:10][C:7]([NH2:11])([CH2:8][CH2:9]1)[CH2:6][CH2:5][CH2:4]2.[CH3:13][C:14]1[N:19]=[C:18]([C:20]([OH:22])=O)[CH:17]=[CH:16][CH:15]=1.[Cl:23][C:24]1[CH:25]=[C:26]([CH:30]=[CH:31][CH:32]=1)[C:27]([OH:29])=[O:28].C([N:35](CC)CC)C.Cl.CN(C)CCCN=C=NCC. Product: [Cl:23][C:24]1[CH:25]=[C:26]([CH:30]=[CH:31][CH:32]=1)[C:27]([NH:11][C:7]12[CH2:10][C:3]([NH:12][C:20]([C:18]3[CH:17]=[CH:16][CH:15]=[C:14]([CH3:13])[N:19]=3)=[O:22])([CH2:9][CH2:8]1)[CH2:4][CH2:5][CH2:6]2)=[O:28].[C:3]12([NH:12][C:20](=[O:22])[C:18]3[CH:17]=[CH:16][CH:15]=[C:14]([CH3:13])[N:19]=3)[CH2:10][C:7]([NH:11][C:27](=[O:29])[C:26]3[CH:30]=[CH:31][CH:32]=[C:24]([CH3:25])[N:35]=3)([CH2:8][CH2:9]1)[CH2:6][CH2:5][CH2:4]2. The catalyst class is: 119. (5) Reactant: Br[C:2]1[N:7]=[C:6]([C:8]([NH:10][C:11]2[CH:16]=[CH:15][CH:14]=[CH:13][N:12]=2)=[O:9])[CH:5]=[CH:4][CH:3]=1.[C:17]1(B(O)O)[CH:22]=[CH:21][CH:20]=[CH:19][CH:18]=1.C(=O)([O-])[O-].[K+].[K+]. Product: [C:17]1([C:2]2[N:7]=[C:6]([C:8]([NH:10][C:11]3[CH:16]=[CH:15][CH:14]=[CH:13][N:12]=3)=[O:9])[CH:5]=[CH:4][CH:3]=2)[CH:22]=[CH:21][CH:20]=[CH:19][CH:18]=1. The catalyst class is: 600. (6) Reactant: [OH:1][CH:2]([C:4]1[N:8]=[CH:7][N:6]([C:9]2[N:10]=[CH:11][C:12]([O:25][CH3:26])=[C:13]3[C:17]([C:18](=[O:24])[C:19]([O:21]CC)=[O:20])=[CH:16][NH:15][C:14]=23)[N:5]=1)[CH3:3].C([O-])([O-])=O.[K+].[K+].Cl. Product: [OH:1][CH:2]([C:4]1[N:8]=[CH:7][N:6]([C:9]2[N:10]=[CH:11][C:12]([O:25][CH3:26])=[C:13]3[C:17]([C:18](=[O:24])[C:19]([OH:21])=[O:20])=[CH:16][NH:15][C:14]=23)[N:5]=1)[CH3:3]. The catalyst class is: 24. (7) Reactant: [C:9](O[C:9]([O:11][C:12]([CH3:15])([CH3:14])[CH3:13])=[O:10])([O:11][C:12]([CH3:15])([CH3:14])[CH3:13])=[O:10].[CH2:16]([O:23][CH2:24][C@@H:25]1[O:34][CH2:33][C@@:32]2([C:35]3[CH:40]=[C:39]([Br:41])[CH:38]=[CH:37][C:36]=3[F:42])[C@H:27]([CH2:28][S:29][C:30]([NH2:43])=[N:31]2)[CH2:26]1)[C:17]1[CH:22]=[CH:21][CH:20]=[CH:19][CH:18]=1. Product: [C:12]([O:11][C:9]([N:43]([C:30]1[S:29][CH2:28][C@H:27]2[C@:32]([C:35]3[CH:40]=[C:39]([Br:41])[CH:38]=[CH:37][C:36]=3[F:42])([CH2:33][O:34][C@@H:25]([CH2:24][O:23][CH2:16][C:17]3[CH:22]=[CH:21][CH:20]=[CH:19][CH:18]=3)[CH2:26]2)[N:31]=1)[C:9]([O:11][C:12]([CH3:13])([CH3:14])[CH3:15])=[O:10])=[O:10])([CH3:15])([CH3:14])[CH3:13]. The catalyst class is: 251. (8) Reactant: Cl[C:2]1[CH:7]=[C:6]([CH2:8][CH:9]2[CH2:14][O:13][C:12]([CH3:16])([CH3:15])[O:11][CH2:10]2)[N:5]=[C:4]([S:17][CH2:18][C:19]2[CH:24]=[CH:23][CH:22]=[C:21]([F:25])[C:20]=2[F:26])[N:3]=1.[N:27]1([S:31]([NH2:34])(=[O:33])=[O:32])[CH2:30][CH2:29][CH2:28]1.CC(C1C=C(C(C)C)C(C2C=CC=CC=2P(C2CCCCC2)C2CCCCC2)=C(C(C)C)C=1)C.C(=O)([O-])[O-].[Cs+].[Cs+]. Product: [F:26][C:20]1[C:21]([F:25])=[CH:22][CH:23]=[CH:24][C:19]=1[CH2:18][S:17][C:4]1[N:3]=[C:2]([NH:34][S:31]([N:27]2[CH2:30][CH2:29][CH2:28]2)(=[O:33])=[O:32])[CH:7]=[C:6]([CH2:8][CH:9]2[CH2:14][O:13][C:12]([CH3:16])([CH3:15])[O:11][CH2:10]2)[N:5]=1. The catalyst class is: 62. (9) Product: [Cl:46][C:43]1[CH:44]=[CH:45][C:40]([C:38]2[C:37]3[CH:47]=[C:48]([O:51][CH3:52])[CH:49]=[CH:50][C:36]=3[N:35]3[C:53]([CH3:56])=[N:54][N:55]=[C:34]3[C@H:33]([CH2:32][C:31]([NH:30][CH2:29][CH2:28][CH2:27][CH2:26][CH2:25][NH:24][C:7]([C:6]3[CH:5]=[C:4]([B:1]([OH:2])[OH:3])[CH:12]=[CH:11][CH:10]=3)=[O:9])=[O:57])[N:39]=2)=[CH:41][CH:42]=1. The catalyst class is: 64. Reactant: [B:1]([C:4]1[CH:5]=[C:6]([CH:10]=[CH:11][CH:12]=1)[C:7]([OH:9])=O)([OH:3])[OH:2].CCN=C=NCCCN(C)C.[NH2:24][CH2:25][CH2:26][CH2:27][CH2:28][CH2:29][NH:30][C:31](=[O:57])[CH2:32][C@@H:33]1[N:39]=[C:38]([C:40]2[CH:45]=[CH:44][C:43]([Cl:46])=[CH:42][CH:41]=2)[C:37]2[CH:47]=[C:48]([O:51][CH3:52])[CH:49]=[CH:50][C:36]=2[N:35]2[C:53]([CH3:56])=[N:54][N:55]=[C:34]12.ClC1C=CC(C2C3C=C(OC)C=CC=3N3C(C)=NN=C3[C@H](CC(NCCNC(C3C=CC(B(O)O)=CC=3)=O)=O)N=2)=CC=1.